This data is from Reaction yield outcomes from USPTO patents with 853,638 reactions. The task is: Predict the reaction yield, written as a fraction of the theoretical maximum amount of product (1.0 means a 100% yield; for example, 0.34 means a 34% yield). The reactants are [CH3:1][N:2]([S:21]([C:24]1[S:25][CH:26]=[CH:27][CH:28]=1)(=[O:23])=[O:22])[C:3]1[CH:4]=[CH:5][CH:6]=[C:7]2[C:11]=1[NH:10][C:9]([C:12]1[S:13][CH:14]([CH2:17][C:18](O)=[O:19])[CH2:15][N:16]=1)=[CH:8]2.CC1C=CC=C([N+]([O-])=O)C=1C(OC(=O)C1C([N+]([O-])=O)=CC=CC=1C)=O.[CH3:54][S:55]([NH2:58])(=[O:57])=[O:56].Cl. The catalyst is CN(C)C1C=CN=CC=1.C(#N)C.C(N(CC)CC)C. The product is [CH3:54][S:55]([NH:58][C:18](=[O:19])[CH2:17][CH:14]1[S:13][C:12]([C:9]2[NH:10][C:11]3[C:7]([CH:8]=2)=[CH:6][CH:5]=[CH:4][C:3]=3[N:2]([CH3:1])[S:21]([C:24]2[S:25][CH:26]=[CH:27][CH:28]=2)(=[O:23])=[O:22])=[N:16][CH2:15]1)(=[O:57])=[O:56]. The yield is 0.330.